This data is from Full USPTO retrosynthesis dataset with 1.9M reactions from patents (1976-2016). The task is: Predict the reactants needed to synthesize the given product. (1) Given the product [CH3:25][N:26]([CH3:38])[C:27]([CH2:29][NH:30][C:31]1[CH:36]=[CH:35][C:34]([NH:37]/[C:14](=[C:6]2\[C:5](=[O:24])[NH:4][C:12]3[C:7]\2=[CH:8][CH:9]=[C:10]([Cl:13])[CH:11]=3)/[C:15]2[CH:16]=[CH:17][CH:18]=[CH:19][CH:20]=2)=[CH:33][CH:32]=1)=[O:28], predict the reactants needed to synthesize it. The reactants are: C([N:4]1[C:12]2[C:7](=[CH:8][CH:9]=[C:10]([Cl:13])[CH:11]=2)[C:6](=[C:14](OCC)[C:15]2[CH:20]=[CH:19][CH:18]=[CH:17][CH:16]=2)[C:5]1=[O:24])(=O)C.[CH3:25][N:26]([CH3:38])[C:27]([CH2:29][NH:30][C:31]1[CH:36]=[CH:35][C:34]([NH2:37])=[CH:33][CH:32]=1)=[O:28].O. (2) The reactants are: [NH2:1][CH2:2][C@@H:3]1[C@H:8]([CH3:9])[CH2:7][CH2:6][CH2:5][N:4]1[C:10]([C:12]1[C:17]([C:18]2[N:23]=[CH:22][CH:21]=[CH:20][N:19]=2)=[CH:16][CH:15]=[CH:14][C:13]=1[CH3:24])=[O:11].Cl[C:26]1[N:31]=[CH:30][C:29]([C:32]([F:35])([F:34])[F:33])=[CH:28][N:27]=1. Given the product [CH3:9][C@@H:8]1[CH2:7][CH2:6][CH2:5][N:4]([C:10]([C:12]2[C:17]([C:18]3[N:19]=[CH:20][CH:21]=[CH:22][N:23]=3)=[CH:16][CH:15]=[CH:14][C:13]=2[CH3:24])=[O:11])[C@@H:3]1[CH2:2][NH:1][C:26]1[N:31]=[CH:30][C:29]([C:32]([F:35])([F:34])[F:33])=[CH:28][N:27]=1, predict the reactants needed to synthesize it. (3) The reactants are: [F:1][C:2]([F:16])([F:15])[C:3]1[CH:4]=[C:5]([CH:8]=[C:9]([C:11]([F:14])([F:13])[F:12])[CH:10]=1)[CH2:6]Br.[C:17]([O:21][C:22](=[O:46])[CH2:23][CH2:24][N:25]([C:39]([O:41][C:42]([CH3:45])([CH3:44])[CH3:43])=[O:40])[CH2:26][C:27]([N:29]1[C:37]2[C:32](=[CH:33][C:34]([OH:38])=[CH:35][CH:36]=2)[CH2:31][CH2:30]1)=[O:28])([CH3:20])([CH3:19])[CH3:18].C(=O)([O-])[O-].[K+].[K+]. Given the product [C:17]([O:21][C:22](=[O:46])[CH2:23][CH2:24][N:25]([CH2:26][C:27]([N:29]1[C:37]2[C:32](=[CH:33][C:34]([O:38][CH2:6][C:5]3[CH:4]=[C:3]([C:2]([F:16])([F:15])[F:1])[CH:10]=[C:9]([C:11]([F:14])([F:13])[F:12])[CH:8]=3)=[CH:35][CH:36]=2)[CH2:31][CH2:30]1)=[O:28])[C:39]([O:41][C:42]([CH3:45])([CH3:44])[CH3:43])=[O:40])([CH3:18])([CH3:19])[CH3:20], predict the reactants needed to synthesize it. (4) Given the product [O:24]1[C:25]2[C:30](=[CH:29][CH:28]=[CH:27][CH:26]=2)[CH:21]([O:1][C:2]2[C:10]3[N:9]=[C:8]([CH3:11])[N:7]([CH3:12])[C:6]=3[CH:5]=[C:4]([C:13]([N:15]([CH3:16])[CH3:17])=[O:14])[CH:3]=2)[CH2:22][CH2:23]1, predict the reactants needed to synthesize it. The reactants are: [OH:1][C:2]1[C:10]2[N:9]=[C:8]([CH3:11])[N:7]([CH3:12])[C:6]=2[CH:5]=[C:4]([C:13]([N:15]([CH3:17])[CH3:16])=[O:14])[CH:3]=1.[H-].[Na+].Cl[CH:21]1[C:30]2[C:25](=[CH:26][CH:27]=[CH:28][CH:29]=2)[O:24][CH2:23][CH2:22]1.